This data is from Forward reaction prediction with 1.9M reactions from USPTO patents (1976-2016). The task is: Predict the product of the given reaction. (1) Given the reactants N[CH2:2][CH2:3][N:4]([CH2:25][CH2:26][CH:27]([C:34]1[CH:39]=[CH:38][CH:37]=[CH:36][CH:35]=1)[C:28]1[CH:33]=[CH:32][CH:31]=[CH:30][CH:29]=1)[C:5]([NH:7][C:8]1[S:9][C:10]([Cl:24])=[C:11]([C:13]2[CH:18]=[CH:17][C:16]([NH:19][S:20]([CH3:23])(=[O:22])=[O:21])=[CH:15][CH:14]=2)[N:12]=1)=[O:6].N[C@@H]1CCCN(C(OC(C)(C)C)=O)C1.C(O[BH-](OC(=O)C)OC(=O)C)(=O)C.[Na+], predict the reaction product. The product is: [Cl:24][C:10]1[S:9][C:8]([NH:7][C:5]([N:4]([CH2:25][CH2:26][CH:27]([C:28]2[CH:33]=[CH:32][CH:31]=[CH:30][CH:29]=2)[C:34]2[CH:35]=[CH:36][CH:37]=[CH:38][CH:39]=2)[CH2:3][CH2:2][S:20]([NH2:19])(=[O:22])=[O:21])=[O:6])=[N:12][C:11]=1[C:13]1[CH:14]=[CH:15][C:16]([NH:19][S:20]([CH3:23])(=[O:22])=[O:21])=[CH:17][CH:18]=1. (2) Given the reactants [Cl:1][C:2]1[N:7]=[CH:6][C:5]([NH:8][C:9]2[CH:14]=[C:13]([F:15])[CH:12]=[CH:11][C:10]=2[N+:16]([O-])=O)=[CH:4][CH:3]=1.O.O.[Sn](Cl)Cl.[OH-].[Na+].CCOC(C)=O, predict the reaction product. The product is: [Cl:1][C:2]1[N:7]=[CH:6][C:5]([NH:8][C:9]2[C:10]([NH2:16])=[CH:11][CH:12]=[C:13]([F:15])[CH:14]=2)=[CH:4][CH:3]=1.